From a dataset of Full USPTO retrosynthesis dataset with 1.9M reactions from patents (1976-2016). Predict the reactants needed to synthesize the given product. (1) Given the product [C:1]([O:5][C:6](=[O:20])[C:7]([CH3:8])([S:9][C:10]1[CH:11]=[CH:12][C:13]([C:14]([O:16][CH2:33][C:31]2[N:30]=[N:29][N:28]([CH2:27][C:26]3[CH:35]=[CH:36][C:23]([O:22][CH3:21])=[CH:24][CH:25]=3)[CH:32]=2)=[O:15])=[CH:17][CH:18]=1)[CH3:19])([CH3:2])([CH3:3])[CH3:4], predict the reactants needed to synthesize it. The reactants are: [C:1]([O:5][C:6](=[O:20])[C:7]([CH3:19])([S:9][C:10]1[CH:18]=[CH:17][C:13]([C:14]([OH:16])=[O:15])=[CH:12][CH:11]=1)[CH3:8])([CH3:4])([CH3:3])[CH3:2].[CH3:21][O:22][C:23]1[CH:36]=[CH:35][C:26]([CH2:27][N:28]2[CH:32]=[C:31]([CH2:33]O)[N:30]=[N:29]2)=[CH:25][CH:24]=1.C1(N=C=NC2CCCCC2)CCCCC1. (2) Given the product [CH3:16][C:14]1[CH:13]=[CH:12][N:11]2[C:10]([CH:15]=1)=[CH:2][C:3]([C:4]([O:6][CH2:7][CH3:8])=[O:5])=[CH:9]2, predict the reactants needed to synthesize it. The reactants are: O[CH:2]([C:10]1[CH:15]=[C:14]([CH3:16])[CH:13]=[CH:12][N:11]=1)[C:3](=[CH2:9])[C:4]([O:6][CH2:7][CH3:8])=[O:5].